Dataset: Full USPTO retrosynthesis dataset with 1.9M reactions from patents (1976-2016). Task: Predict the reactants needed to synthesize the given product. The reactants are: S(=O)(=O)(O)O.[CH3:6][C:7]1[CH:15]=[CH:14][C:13]([N+:16]([O-:18])=[O:17])=[CH:12][C:8]=1[C:9]([OH:11])=[O:10].[CH2:19](O)[CH3:20]. Given the product [CH3:6][C:7]1[CH:15]=[CH:14][C:13]([N+:16]([O-:18])=[O:17])=[CH:12][C:8]=1[C:9]([O:11][CH2:19][CH3:20])=[O:10], predict the reactants needed to synthesize it.